Dataset: Full USPTO retrosynthesis dataset with 1.9M reactions from patents (1976-2016). Task: Predict the reactants needed to synthesize the given product. (1) The reactants are: C[O:2][C:3]([C:5]1[O:9][C:8]([C:10]2[CH:15]=[CH:14][C:13]([C:16]#[N:17])=[CH:12][CH:11]=2)=[N:7][C:6]=1[CH3:18])=[O:4].[OH-].[Na+].Cl. Given the product [C:16]([C:13]1[CH:12]=[CH:11][C:10]([C:8]2[O:9][C:5]([C:3]([OH:4])=[O:2])=[C:6]([CH3:18])[N:7]=2)=[CH:15][CH:14]=1)#[N:17], predict the reactants needed to synthesize it. (2) Given the product [Br:20][C:14]1[C:13]([N:15]2[CH2:16][CH2:17][CH2:18][CH2:19]2)=[N:12][N:6]2[C:7]([Si:8]([CH3:11])([CH3:10])[CH3:9])=[C:2]([Cl:1])[CH:3]=[CH:4][C:5]=12, predict the reactants needed to synthesize it. The reactants are: [Cl:1][C:2]1[CH:3]=[CH:4][C:5]2[N:6]([N:12]=[C:13]([N:15]3[CH2:19][CH2:18][CH2:17][CH2:16]3)[CH:14]=2)[C:7]=1[Si:8]([CH3:11])([CH3:10])[CH3:9].[Br:20]N1C(=O)CCC1=O.C(=O)(O)[O-].[Na+].